From a dataset of Drug-target binding data from BindingDB using Kd measurements. Regression. Given a target protein amino acid sequence and a drug SMILES string, predict the binding affinity score between them. We predict pKd (pKd = -log10(Kd in M); higher means stronger binding). Dataset: bindingdb_kd. The small molecule is CSCC[C@H](NC(=O)[C@@H](NC(=O)[C@@H](NC(=O)[C@H](CCC(=O)O)NC(=O)[C@H](Cc1c[nH]c2ccccc12)NC(=O)[C@H](CCC(=O)O)NC(=O)[C@H](CCC(=O)O)NC(=O)[C@@H](N)CCC(N)=O)[C@@H](C)O)C(C)C)C(=O)O. The target protein sequence is MSADAAAGAPLPRLCCLEKGPNGYGFHLHGEKGKLGQYIRLVEPGSPAEKAGLLAGDRLVEVNGENVEKETHQQVVSRIRAALNAVRLLVVDPETDEQLQKLGVQVREELLRAQEAPGQAEPPAAAEVQGAGNENEPREA. The pKd is 4.9.